This data is from Catalyst prediction with 721,799 reactions and 888 catalyst types from USPTO. The task is: Predict which catalyst facilitates the given reaction. (1) Reactant: [CH3:1][O:2][C:3](=[O:15])[C:4]([C:6]1[CH:11]=[CH:10][C:9](SC)=[C:8]([Cl:14])[CH:7]=1)=[O:5].O[O:17][S:18]([O-:20])=O.[K+].[CH3:22]O. Product: [CH3:1][O:2][C:3](=[O:15])[C:4]([C:6]1[CH:11]=[CH:10][C:9]([S:18]([CH3:22])(=[O:20])=[O:17])=[C:8]([Cl:14])[CH:7]=1)=[O:5]. The catalyst class is: 6. (2) Reactant: Br[C:2]1[CH:3]=[C:4]([F:10])[C:5]([Cl:9])=[C:6]([F:8])[CH:7]=1.C([Mg]Cl)(C)C.[Li+].[Cl-].[F:18][C:19]([F:25])([F:24])[C:20](OC)=[O:21]. Product: [Cl:9][C:5]1[C:4]([F:10])=[CH:3][C:2]([C:20](=[O:21])[C:19]([F:25])([F:24])[F:18])=[CH:7][C:6]=1[F:8]. The catalyst class is: 1. (3) Reactant: [CH3:1][N:2]1[C:6]([C:7]2[CH:12]=[C:11]([C:13]([F:16])([F:15])[F:14])[CH:10]=[CH:9][C:8]=2[C:17]2[CH:26]=[CH:25][CH:24]=[C:23]3[C:18]=2[CH2:19][CH2:20][NH:21][CH2:22]3)=[CH:5][CH:4]=[N:3]1.O=C1N([S:33]([NH:36][C:37]2[N:42]=[CH:41][CH:40]=[CH:39][N:38]=2)(=[O:35])=[O:34])CCO1.C(N(CC)CC)C. Product: [CH3:1][N:2]1[C:6]([C:7]2[CH:12]=[C:11]([C:13]([F:16])([F:14])[F:15])[CH:10]=[CH:9][C:8]=2[C:17]2[CH:26]=[CH:25][CH:24]=[C:23]3[C:18]=2[CH2:19][CH2:20][N:21]([S:33]([NH:36][C:37]2[N:42]=[CH:41][CH:40]=[CH:39][N:38]=2)(=[O:35])=[O:34])[CH2:22]3)=[CH:5][CH:4]=[N:3]1. The catalyst class is: 10.